Dataset: Catalyst prediction with 721,799 reactions and 888 catalyst types from USPTO. Task: Predict which catalyst facilitates the given reaction. (1) Reactant: [F:1][C:2]1[CH:10]=[C:9]2[C:5]([C:6]([C:20]3[CH:21]=[CH:22][C:23]4[O:27][C:26](=[O:28])[NH:25][C:24]=4[CH:29]=3)=[CH:7][N:8]2[S:11]([C:14]2[CH:19]=[CH:18][CH:17]=[CH:16][CH:15]=2)(=[O:13])=[O:12])=[CH:4][CH:3]=1.Br[CH2:31][C:32]([NH2:34])=[O:33].C([O-])([O-])=O.[K+].[K+].O. Product: [F:1][C:2]1[CH:10]=[C:9]2[C:5]([C:6]([C:20]3[CH:21]=[CH:22][C:23]4[O:27][C:26](=[O:28])[N:25]([CH2:31][C:32]([NH2:34])=[O:33])[C:24]=4[CH:29]=3)=[CH:7][N:8]2[S:11]([C:14]2[CH:15]=[CH:16][CH:17]=[CH:18][CH:19]=2)(=[O:13])=[O:12])=[CH:4][CH:3]=1. The catalyst class is: 3. (2) Reactant: [CH3:1][O:2][C:3](=[O:20])[C:4]1[CH:9]=[C:8]([N+:10]([O-])=O)[CH:7]=[CH:6][C:5]=1[N:13]1[CH2:18][CH2:17][O:16][CH2:15][C:14]1=[O:19]. Product: [CH3:1][O:2][C:3](=[O:20])[C:4]1[CH:9]=[C:8]([NH2:10])[CH:7]=[CH:6][C:5]=1[N:13]1[CH2:18][CH2:17][O:16][CH2:15][C:14]1=[O:19]. The catalyst class is: 336. (3) Reactant: [Br:1][C:2]1[CH:3]=[CH:4][C:5]2[N:9]=[C:8]([O:10][CH:11]3[CH2:14][O:13][CH2:12]3)[N:7]([C:15]3[CH:20]=[CH:19][N:18]=[C:17]([NH2:21])[N:16]=3)[C:6]=2[CH:22]=1. Product: [Br:1][C:2]1[CH:3]=[CH:4][C:5]2[N:9]=[C:8]([O:10][CH2:11][CH2:12][O:13][CH3:14])[N:7]([C:15]3[CH:20]=[CH:19][N:18]=[C:17]([NH2:21])[N:16]=3)[C:6]=2[CH:22]=1. The catalyst class is: 141. (4) Reactant: F[C:2]1[CH:7]=[CH:6][C:5]([N+:8]([O-:10])=[O:9])=[CH:4][CH:3]=1.[C:11]([N:18]1[CH2:23][CH2:22][CH:21]([OH:24])[CH2:20][CH2:19]1)([O:13][C:14]([CH3:17])([CH3:16])[CH3:15])=[O:12].[H-].[Na+]. Product: [C:14]([O:13][C:11]([N:18]1[CH2:23][CH2:22][CH:21]([O:24][C:2]2[CH:7]=[CH:6][C:5]([N+:8]([O-:10])=[O:9])=[CH:4][CH:3]=2)[CH2:20][CH2:19]1)=[O:12])([CH3:17])([CH3:15])[CH3:16]. The catalyst class is: 1. (5) Reactant: [Cl:1][C:2]1[C:3]([NH:10][CH2:11][C:12]2[CH:17]=[CH:16][C:15]([O:18][C:19]3[CH:20]=[CH:21][C:22]4[N:23]([C:25]([N+:28]([O-:30])=[O:29])=[CH:26][N:27]=4)[N:24]=3)=[C:14](Cl)[N:13]=2)=[N:4][C:5]([CH3:9])=[N:6][C:7]=1[CH3:8].[ClH:32]. Product: [ClH:1].[ClH:32].[Cl:1][C:2]1[C:3]([NH:10][CH2:11][C:12]2[CH:17]=[CH:16][C:15]([O:18][C:19]3[CH:20]=[CH:21][C:22]4[N:23]([C:25]([N+:28]([O-:30])=[O:29])=[CH:26][N:27]=4)[N:24]=3)=[CH:14][N:13]=2)=[N:4][C:5]([CH3:9])=[N:6][C:7]=1[CH3:8]. The catalyst class is: 21.